Predict the product of the given reaction. From a dataset of Forward reaction prediction with 1.9M reactions from USPTO patents (1976-2016). (1) Given the reactants [C:1]12([C:14]([OH:16])=[O:15])[CH2:10][CH:5]3[CH2:6][CH:7]([CH2:9][C:3]([C:11]([OH:13])=[O:12])([CH2:4]3)[CH2:2]1)[CH2:8]2.Br[CH2:18][CH2:19][CH3:20].N1(C2CCCCCCCCCC2)CCCN=CCC[CH2:24][CH2:23][CH2:22]1, predict the reaction product. The product is: [C:1]12([C:14]([O:16][CH2:22][CH2:23][CH3:24])=[O:15])[CH2:8][CH:7]3[CH2:6][CH:5]([CH2:4][C:3]([C:11]([O:13][CH2:18][CH2:19][CH3:20])=[O:12])([CH2:9]3)[CH2:2]1)[CH2:10]2. (2) Given the reactants [CH3:1][C:2]1[N:7]=[C:6]([C:8]2[CH:13]=[CH:12][CH:11]=[CH:10][CH:9]=2)[C:5]([NH2:14])=[CH:4][N:3]=1.CCN(C(C)C)C(C)C.Cl[C:25]([O:27][C:28]1[CH:33]=[CH:32][CH:31]=[CH:30][CH:29]=1)=[O:26].C([O-])(O)=O.[Na+], predict the reaction product. The product is: [CH3:1][C:2]1[N:7]=[C:6]([C:8]2[CH:13]=[CH:12][CH:11]=[CH:10][CH:9]=2)[C:5]([NH:14][C:25](=[O:26])[O:27][C:28]2[CH:33]=[CH:32][CH:31]=[CH:30][CH:29]=2)=[CH:4][N:3]=1. (3) Given the reactants [Cl:1][C:2]1[CH:7]=[CH:6][CH:5]=[C:4]([Cl:8])[C:3]=1[CH2:9][S:10]([C:13]1[CH:14]=[C:15]2[C:19](=[CH:20][CH:21]=1)[NH:18][C:17](=[O:22])/[C:16]/2=[CH:23]\[C:24]1[NH:28][C:27]([CH3:29])=[C:26]([C:30]([OH:32])=O)[C:25]=1[CH3:33])(=[O:12])=[O:11].C1C=CC2N(O)N=NC=2C=1.C(Cl)CCl.[CH:48]1([NH:51][CH2:52][C@@H:53]2[NH:57][CH2:56][C@H:55]([OH:58])[CH2:54]2)[CH2:50][CH2:49]1, predict the reaction product. The product is: [CH:48]1([NH:51][CH2:52][C@H:53]2[CH2:54][C@@H:55]([OH:58])[CH2:56][N:57]2[C:30]([C:26]2[C:25]([CH3:33])=[C:24](/[CH:23]=[C:16]3\[C:17](=[O:22])[NH:18][C:19]4[C:15]\3=[CH:14][C:13]([S:10]([CH2:9][C:3]3[C:4]([Cl:8])=[CH:5][CH:6]=[CH:7][C:2]=3[Cl:1])(=[O:11])=[O:12])=[CH:21][CH:20]=4)[NH:28][C:27]=2[CH3:29])=[O:32])[CH2:50][CH2:49]1. (4) Given the reactants [NH2:1][C:2]1[CH:7]=[C:6]([OH:8])[N:5]=[C:4]([S:9][CH3:10])[N:3]=1.[OH-].[Na+].[N:13]([O-])=[O:14].[Na+].C(O)(=O)C, predict the reaction product. The product is: [NH2:1][C:2]1[C:7]([N:13]=[O:14])=[C:6]([OH:8])[N:5]=[C:4]([S:9][CH3:10])[N:3]=1. (5) Given the reactants [Br:1][C:2]1[CH:10]=[CH:9][CH:8]=[CH:7][C:3]=1[CH2:4][CH2:5][NH2:6].N1C=CC=CC=1.[F:17][C:18]([F:29])([F:28])[C:19]1[CH:27]=[CH:26][C:22]([C:23](Cl)=[O:24])=[CH:21][CH:20]=1, predict the reaction product. The product is: [Br:1][C:2]1[CH:10]=[CH:9][CH:8]=[CH:7][C:3]=1[CH2:4][CH2:5][NH:6][C:23](=[O:24])[C:22]1[CH:26]=[CH:27][C:19]([C:18]([F:17])([F:28])[F:29])=[CH:20][CH:21]=1. (6) Given the reactants [CH2:1]([O:8][C:9]1[CH:18]=[CH:17][CH:16]=[C:15]2[C:10]=1[CH2:11][CH2:12][CH2:13][CH:14]2[C:19]([NH:21][C:22]1[CH:23]=[N:24][C:25]([CH:28]([CH3:30])[CH3:29])=[CH:26][CH:27]=1)=[O:20])[C:2]1[CH:7]=[CH:6][CH:5]=[CH:4][CH:3]=1.[H-].[Na+].Cl[CH2:34][C:35]1[C:36]([O:43][CH3:44])=[N:37][C:38]([O:41][CH3:42])=[CH:39][CH:40]=1, predict the reaction product. The product is: [CH2:1]([O:8][C:9]1[CH:18]=[CH:17][CH:16]=[C:15]2[C:10]=1[CH2:11][CH2:12][CH2:13][CH:14]2[C:19]([N:21]([CH2:34][C:35]1[C:36]([O:43][CH3:44])=[N:37][C:38]([O:41][CH3:42])=[CH:39][CH:40]=1)[C:22]1[CH:23]=[N:24][C:25]([CH:28]([CH3:30])[CH3:29])=[CH:26][CH:27]=1)=[O:20])[C:2]1[CH:7]=[CH:6][CH:5]=[CH:4][CH:3]=1. (7) Given the reactants Cl[C:2]1[CH:7]=[CH:6][N:5]=[C:4]([NH2:8])[C:3]=1[N+:9]([O-:11])=[O:10].O.[C:13]([C:15]1[CH:20]=[CH:19][C:18](B(O)O)=[CH:17][CH:16]=1)#[N:14].C(=O)([O-])[O-].[K+].[K+], predict the reaction product. The product is: [NH2:8][C:4]1[C:3]([N+:9]([O-:11])=[O:10])=[C:2]([C:18]2[CH:19]=[CH:20][C:15]([C:13]#[N:14])=[CH:16][CH:17]=2)[CH:7]=[CH:6][N:5]=1. (8) Given the reactants F[C:2]1[CH:9]=[CH:8][CH:7]=[C:6]([C:10]([F:13])([F:12])[F:11])[C:3]=1[CH:4]=O.[C:14]([O:18][CH3:19])(=[O:17])[CH2:15][SH:16].C(=O)([O-])[O-].[K+].[K+].CN(C=O)C, predict the reaction product. The product is: [F:11][C:10]([F:13])([F:12])[C:6]1[C:3]2[CH:4]=[C:15]([C:14]([O:18][CH3:19])=[O:17])[S:16][C:2]=2[CH:9]=[CH:8][CH:7]=1. (9) Given the reactants C[N+:2]1([O-])[CH2:7][CH2:6][O:5][CH2:4]C1.[F:9][C:10]1C2N=COC=2[C:13]([NH:19][S:20]([C:23]2([CH2:26]C=C)[CH2:25][CH2:24]2)(=[O:22])=[O:21])=[C:12]([NH:29][C:30]2[CH:35]=[CH:34][C:33]([I:36])=[CH:32][C:31]=2[F:37])[C:11]=1[F:38].[OH2:39].[CH2:40]1[CH2:44][O:43]CC1, predict the reaction product. The product is: [F:9][C:10]1[C:7]2[N:2]=[CH:4][O:5][C:6]=2[C:13]([NH:19][S:20]([C:23]2([CH2:26][CH:40]([OH:39])[CH2:44][OH:43])[CH2:25][CH2:24]2)(=[O:21])=[O:22])=[C:12]([NH:29][C:30]2[CH:35]=[CH:34][C:33]([I:36])=[CH:32][C:31]=2[F:37])[C:11]=1[F:38].